From a dataset of Reaction yield outcomes from USPTO patents with 853,638 reactions. Predict the reaction yield, written as a fraction of the theoretical maximum amount of product (1.0 means a 100% yield; for example, 0.34 means a 34% yield). (1) The reactants are NC1C=CC([C:8]2[C:13]([S:14]([NH2:17])(=[O:16])=[O:15])=[CH:12][CH:11]=[C:10]([NH2:18])[CH:9]=2)=CC=1.[CH2:19]1[C:27]2[C:22](=[CH:23][C:24]([N:28]=[C:29]=[O:30])=[CH:25][CH:26]=2)[CH2:21][CH2:20]1.[K+].[Br-].NC(N)=O. No catalyst specified. The product is [CH2:19]1[C:27]2[C:22](=[CH:23][C:24]([NH:28][C:29]([NH:18][C:10]3[CH:9]=[CH:8][C:13]([S:14]([NH2:17])(=[O:15])=[O:16])=[CH:12][CH:11]=3)=[O:30])=[CH:25][CH:26]=2)[CH2:21][CH2:20]1. The yield is 0.606. (2) The reactants are [CH3:1][C:2]([C:8]1[CH2:12][CH:11]=[CH:10][CH:9]=1)([CH3:7])[CH2:3][CH:4]([CH3:6])[CH3:5].[CH3:13][C:14]([CH3:16])=O.N1CCCC1. The catalyst is CO.CCOCC.O. The product is [CH3:7][C:2]([C:8]1[CH:12]=[CH:11][C:10](=[C:14]([CH3:16])[CH3:13])[CH:9]=1)([CH3:1])[CH2:3][CH:4]([CH3:6])[CH3:5]. The yield is 0.940. (3) The reactants are [C:1]([C:5]1[NH:6][C:7]2[C:12]([CH:13]=1)=[CH:11][C:10]([N+:14]([O-])=O)=[CH:9][C:8]=2[F:17])([CH3:4])([CH3:3])[CH3:2]. The catalyst is CO.[Ni]. The product is [C:1]([C:5]1[NH:6][C:7]2[C:12]([CH:13]=1)=[CH:11][C:10]([NH2:14])=[CH:9][C:8]=2[F:17])([CH3:4])([CH3:2])[CH3:3]. The yield is 0.240.